The task is: Regression/Classification. Given a drug SMILES string, predict its toxicity properties. Task type varies by dataset: regression for continuous values (e.g., LD50, hERG inhibition percentage) or binary classification for toxic/non-toxic outcomes (e.g., AMES mutagenicity, cardiotoxicity, hepatotoxicity). Dataset: herg_karim.. This data is from hERG potassium channel inhibition data for cardiac toxicity prediction from Karim et al.. The drug is CC1CCCN1CCCOc1ccc(N2CCN(C(=O)c3ccc(F)cc3F)CC2=O)cc1. The result is 1 (blocker).